This data is from NCI-60 drug combinations with 297,098 pairs across 59 cell lines. The task is: Regression. Given two drug SMILES strings and cell line genomic features, predict the synergy score measuring deviation from expected non-interaction effect. (1) Drug 1: C1=C(C(=O)NC(=O)N1)F. Drug 2: CN1C2=C(C=C(C=C2)N(CCCl)CCCl)N=C1CCCC(=O)O.Cl. Cell line: HS 578T. Synergy scores: CSS=36.5, Synergy_ZIP=-8.54, Synergy_Bliss=-4.22, Synergy_Loewe=-6.49, Synergy_HSA=-1.43. (2) Drug 1: CC1CCC2CC(C(=CC=CC=CC(CC(C(=O)C(C(C(=CC(C(=O)CC(OC(=O)C3CCCCN3C(=O)C(=O)C1(O2)O)C(C)CC4CCC(C(C4)OC)O)C)C)O)OC)C)C)C)OC. Drug 2: C#CCC(CC1=CN=C2C(=N1)C(=NC(=N2)N)N)C3=CC=C(C=C3)C(=O)NC(CCC(=O)O)C(=O)O. Cell line: HCC-2998. Synergy scores: CSS=45.2, Synergy_ZIP=4.02, Synergy_Bliss=3.16, Synergy_Loewe=-21.3, Synergy_HSA=-0.0178. (3) Drug 1: C1=CC(=CC=C1CCC2=CNC3=C2C(=O)NC(=N3)N)C(=O)NC(CCC(=O)O)C(=O)O. Drug 2: C1=C(C(=O)NC(=O)N1)F. Cell line: OVCAR-5. Synergy scores: CSS=46.8, Synergy_ZIP=2.29, Synergy_Bliss=1.90, Synergy_Loewe=6.08, Synergy_HSA=7.48. (4) Drug 1: C(CC(=O)O)C(=O)CN.Cl. Drug 2: CCC1(C2=C(COC1=O)C(=O)N3CC4=CC5=C(C=CC(=C5CN(C)C)O)N=C4C3=C2)O.Cl. Cell line: SF-295. Synergy scores: CSS=67.3, Synergy_ZIP=-5.58, Synergy_Bliss=-4.39, Synergy_Loewe=-4.42, Synergy_HSA=-0.148. (5) Drug 1: CCC1=C2CN3C(=CC4=C(C3=O)COC(=O)C4(CC)O)C2=NC5=C1C=C(C=C5)O. Drug 2: C1CNP(=O)(OC1)N(CCCl)CCCl. Cell line: MCF7. Synergy scores: CSS=6.70, Synergy_ZIP=-5.32, Synergy_Bliss=-0.268, Synergy_Loewe=-18.2, Synergy_HSA=-0.296.